This data is from Full USPTO retrosynthesis dataset with 1.9M reactions from patents (1976-2016). The task is: Predict the reactants needed to synthesize the given product. Given the product [F:24][C:18]1[CH:17]=[CH:16][C:15]([NH:14][S:4]([CH2:1][CH2:2][CH3:3])(=[O:6])=[O:5])=[CH:23][C:19]=1[C:20]([OH:22])=[O:21], predict the reactants needed to synthesize it. The reactants are: [CH2:1]([S:4](Cl)(=[O:6])=[O:5])[CH2:2][CH3:3].C([O-])([O-])=O.[Na+].[Na+].[NH2:14][C:15]1[CH:16]=[CH:17][C:18]([F:24])=[C:19]([CH:23]=1)[C:20]([OH:22])=[O:21].